Dataset: Full USPTO retrosynthesis dataset with 1.9M reactions from patents (1976-2016). Task: Predict the reactants needed to synthesize the given product. (1) Given the product [Cl:1][C:2]1[N:7]=[N:6][C:5]([NH:8][CH3:24])=[C:4]([C:9]2[C:10]([O:15][CH3:16])=[N:11][CH:12]=[CH:13][CH:14]=2)[CH:3]=1, predict the reactants needed to synthesize it. The reactants are: [Cl:1][C:2]1[N:7]=[N:6][C:5]([NH2:8])=[C:4]([C:9]2[C:10]([O:15][CH3:16])=[N:11][CH:12]=[CH:13][CH:14]=2)[CH:3]=1.[BH4-].[Na+].S(=O)(=O)(O)O.[C:24](=O)(O)[O-].[Na+]. (2) Given the product [ClH:45].[F:43][C:42]1[CH:41]=[C:37]([CH:36]=[C:35]([F:44])[C:34]=1[N:24]1[CH2:25][CH2:26][CH:27]([C:28]2[CH:29]=[CH:30][CH:31]=[CH:32][CH:33]=2)[CH:22]([CH2:21][NH:8][C@@H:9]([C:11]2[C:20]3[C:15](=[CH:16][CH:17]=[CH:18][CH:19]=3)[CH:14]=[CH:13][CH:12]=2)[CH3:10])[CH2:23]1)[C:38]([OH:40])=[O:39], predict the reactants needed to synthesize it. The reactants are: C(OC([N:8]([CH2:21][CH:22]1[CH:27]([C:28]2[CH:33]=[CH:32][CH:31]=[CH:30][CH:29]=2)[CH2:26][CH2:25][N:24]([C:34]2[C:42]([F:43])=[CH:41][C:37]([C:38]([OH:40])=[O:39])=[CH:36][C:35]=2[F:44])[CH2:23]1)[C@@H:9]([C:11]1[C:20]2[C:15](=[CH:16][CH:17]=[CH:18][CH:19]=2)[CH:14]=[CH:13][CH:12]=1)[CH3:10])=O)(C)(C)C.[ClH:45].O1CCOCC1. (3) The reactants are: [CH3:1][O:2][C:3]1[C:8]2[N:9]=[C:10]([NH2:12])[S:11][C:7]=2[C:6]([O:13][C:14]2[CH:19]=[CH:18][CH:17]=[CH:16][CH:15]=2)=[CH:5][CH:4]=1.[F:20][C:21]1[CH:29]=[CH:28][C:24]([C:25](Cl)=[O:26])=[CH:23][CH:22]=1. Given the product [F:20][C:21]1[CH:29]=[CH:28][C:24]([C:25]([NH:12][C:10]2[S:11][C:7]3[C:6]([O:13][C:14]4[CH:15]=[CH:16][CH:17]=[CH:18][CH:19]=4)=[CH:5][CH:4]=[C:3]([O:2][CH3:1])[C:8]=3[N:9]=2)=[O:26])=[CH:23][CH:22]=1, predict the reactants needed to synthesize it. (4) Given the product [NH2:1][C:4]1[C:9]([O:10][CH3:11])=[CH:8][CH:7]=[CH:6][N:5]=1, predict the reactants needed to synthesize it. The reactants are: [N+:1]([C:4]1[C:9]([O:10][CH3:11])=[CH:8][CH:7]=[CH:6][N:5]=1)([O-])=O. (5) Given the product [F:25][C:26]1[CH:27]=[C:28]([CH:50]=[C:51]([F:57])[C:52]=1[C:53]([F:54])([F:56])[F:55])[O:29][C:30]([F:48])([F:49])[C:31]1[C:32]([F:47])=[CH:33][C:34]([C:7]2[CH:12]=[CH:11][C:10]([CH:13]3[CH2:18][CH2:17][CH:16]([CH2:19][CH2:20][CH3:21])[CH2:15][O:14]3)=[CH:9][C:8]=2[F:22])=[CH:35][C:36]=1[F:37], predict the reactants needed to synthesize it. The reactants are: FC(F)(F)S(O[C:7]1[CH:12]=[CH:11][C:10]([C@H:13]2[CH2:18][CH2:17][C@H:16]([CH2:19][CH2:20][CH3:21])[CH2:15][O:14]2)=[CH:9][C:8]=1[F:22])(=O)=O.[F:25][C:26]1[CH:27]=[C:28]([CH:50]=[C:51]([F:57])[C:52]=1[C:53]([F:56])([F:55])[F:54])[O:29][C:30]([F:49])([F:48])[C:31]1[C:36]([F:37])=[CH:35][C:34](B2OC(C)(C)C(C)(C)O2)=[CH:33][C:32]=1[F:47].C(=O)([O-])[O-].[Na+].[Na+].